Dataset: Full USPTO retrosynthesis dataset with 1.9M reactions from patents (1976-2016). Task: Predict the reactants needed to synthesize the given product. (1) Given the product [CH2:16]([O:14][C:12](=[O:13])[CH2:11][CH2:10][C:9]([C:6]1[CH:7]=[CH:8][C:3]([OH:2])=[CH:4][CH:5]=1)=[O:15])[CH3:17], predict the reactants needed to synthesize it. The reactants are: C[O:2][C:3]1[CH:8]=[CH:7][C:6]([C:9](=[O:15])[CH2:10][CH2:11][C:12]([OH:14])=[O:13])=[CH:5][CH:4]=1.[CH2:16](O)[CH3:17]. (2) Given the product [NH:7]1[C:15]2[C:10](=[C:11]([N:16]3[C:25]4[CH:24]=[CH:23][C:22]5[CH2:26][CH2:27][CH2:28][CH2:29][C:21]=5[C:20]=4[NH:19][C:18](=[O:30])[C:17]3=[O:31])[CH:12]=[CH:13][CH:14]=2)[CH:9]=[CH:8]1, predict the reactants needed to synthesize it. The reactants are: C[Si](C)(C)CCOC[N:7]1[C:15]2[C:10](=[C:11]([N:16]3[C:25]4[CH:24]=[CH:23][C:22]5[CH2:26][CH2:27][CH2:28][CH2:29][C:21]=5[C:20]=4[NH:19][C:18](=[O:30])[C:17]3=[O:31])[CH:12]=[CH:13][CH:14]=2)[CH:9]=[CH:8]1.[F-].C([N+](CCCC)(CCCC)CCCC)CCC.O1CCCC1.C(N)CN. (3) Given the product [CH3:1]/[C:2](/[CH2:6][CH2:7]/[CH:8]=[C:9](\[CH3:16])/[CH2:10][CH2:11][CH:12]=[C:13]([CH3:15])[CH3:14])=[CH:3]\[CH:4]=[O:5], predict the reactants needed to synthesize it. The reactants are: [CH3:1]/[C:2](/[CH2:6][CH2:7]/[CH:8]=[C:9](\[CH3:16])/[CH2:10][CH2:11][CH:12]=[C:13]([CH3:15])[CH3:14])=[CH:3]\[CH2:4][OH:5].CC(C)[O-].[Al+3].CC(C)[O-].CC(C)[O-].FC1C=CC=CC=1C=O.Cl.